From a dataset of Catalyst prediction with 721,799 reactions and 888 catalyst types from USPTO. Predict which catalyst facilitates the given reaction. Reactant: CC(C)CC(=O)C.[H-].[Na+].C(=O)(OCC)OCC.[CH3:18][CH:19]([CH3:29])[CH2:20][C:21](=[O:28])[CH2:22][C:23]([O:25][CH2:26][CH3:27])=[O:24]. Product: [CH3:29][CH:19]([CH3:18])[CH2:20][CH:21]([OH:28])[CH2:22][C:23]([O:25][CH2:26][CH3:27])=[O:24]. The catalyst class is: 424.